Dataset: Peptide-MHC class I binding affinity with 185,985 pairs from IEDB/IMGT. Task: Regression. Given a peptide amino acid sequence and an MHC pseudo amino acid sequence, predict their binding affinity value. This is MHC class I binding data. (1) The peptide sequence is RYEFTAPFI. The MHC is HLA-A02:16 with pseudo-sequence HLA-A02:16. The binding affinity (normalized) is 0.0847. (2) The peptide sequence is ACADGTRHTY. The MHC is HLA-A23:01 with pseudo-sequence HLA-A23:01. The binding affinity (normalized) is 0.